From a dataset of NCI-60 drug combinations with 297,098 pairs across 59 cell lines. Regression. Given two drug SMILES strings and cell line genomic features, predict the synergy score measuring deviation from expected non-interaction effect. Drug 1: CNC(=O)C1=NC=CC(=C1)OC2=CC=C(C=C2)NC(=O)NC3=CC(=C(C=C3)Cl)C(F)(F)F. Drug 2: CC1=C(C(=O)C2=C(C1=O)N3CC4C(C3(C2COC(=O)N)OC)N4)N. Cell line: ACHN. Synergy scores: CSS=39.1, Synergy_ZIP=1.99, Synergy_Bliss=2.93, Synergy_Loewe=-60.8, Synergy_HSA=-5.09.